Dataset: Catalyst prediction with 721,799 reactions and 888 catalyst types from USPTO. Task: Predict which catalyst facilitates the given reaction. (1) Reactant: [C:1]([N:4]1[C:12]2[C:7](=[CH:8][C:9]([Br:13])=[CH:10][CH:11]=2)[CH2:6][CH2:5]1)(=[O:3])[CH3:2].[Cl:14]N1C(=O)CCC1=O. Product: [C:1]([N:4]1[C:12]2[C:7](=[CH:8][C:9]([Br:13])=[CH:10][C:11]=2[Cl:14])[CH2:6][CH2:5]1)(=[O:3])[CH3:2]. The catalyst class is: 23. (2) Reactant: [CH3:1][O:2][C:3]1[CH:10]=[CH:9][C:6]([CH:7]=O)=[CH:5][CH:4]=1.[CH3:11][O:12][C:13]1[CH:20]=[CH:19][C:16]([CH2:17][NH2:18])=[CH:15][CH:14]=1.[BH4-].[Na+]. Product: [CH3:1][O:2][C:3]1[CH:10]=[CH:9][C:6]([CH2:7][NH:18][CH2:17][C:16]2[CH:19]=[CH:20][C:13]([O:12][CH3:11])=[CH:14][CH:15]=2)=[CH:5][CH:4]=1. The catalyst class is: 11. (3) Reactant: C[N@+]1(CCC[O:32][C:33](/[C:35](/[Cl:70])=[CH:36]/[C:37]([O:39]CCC[N@+]2(C)[C@@H](C3C=C(OC)C(OC)=C(OC)C=3)C3C=C(OC)C(OC)=CC=3CC2)=[O:38])=[O:34])[C@H](CC2C=C(OC)C(OC)=C(OC)C=2)C2C(=CC(OC)=C(OC)C=2)CC1.Cl/C(=C\C([O-])=O)/C([O-])=O.C(N(CC)CC)C. Product: [Cl:70]/[C:35](=[CH:36]\[C:37]([OH:39])=[O:38])/[C:33]([OH:34])=[O:32]. The catalyst class is: 10. (4) Reactant: Br[CH2:2][CH:3]1[CH2:5][CH2:4]1.[OH:6][C:7]1[CH:30]=[CH:29][C:10]2[CH2:11][C:12]([C:15]3[N:20]=[CH:19][C:18]([O:21][CH2:22][C@@H:23]([NH:25][C:26](=[O:28])[CH3:27])[CH3:24])=[CH:17][CH:16]=3)([CH3:14])[O:13][C:9]=2[CH:8]=1.C(=O)([O-])[O-].[K+].[K+]. Product: [CH:5]1([CH2:4][O:6][C:7]2[CH:30]=[CH:29][C:10]3[CH2:11][C:12]([C:15]4[N:20]=[CH:19][C:18]([O:21][CH2:22][C@@H:23]([NH:25][C:26](=[O:28])[CH3:27])[CH3:24])=[CH:17][CH:16]=4)([CH3:14])[O:13][C:9]=3[CH:8]=2)[CH2:3][CH2:2]1. The catalyst class is: 3. (5) Reactant: [C:1]1([C:7]2[N:8]=[C:9]([C@H:12]3[CH2:17][CH2:16][C@H:15]([C:18]([O:20][CH3:21])=[O:19])[CH2:14][CH2:13]3)[NH:10][CH:11]=2)[CH:6]=[CH:5][CH:4]=[CH:3][CH:2]=1.[C:22](=O)([O-])[O-].[K+].[K+].S(OC)(OC)(=O)=O. Product: [CH3:22][N:10]1[CH:11]=[C:7]([C:1]2[CH:2]=[CH:3][CH:4]=[CH:5][CH:6]=2)[N:8]=[C:9]1[C@H:12]1[CH2:13][CH2:14][C@H:15]([C:18]([O:20][CH3:21])=[O:19])[CH2:16][CH2:17]1. The catalyst class is: 21. (6) The catalyst class is: 4. Product: [Br:17][C:10]1[CH:9]=[C:8]([C:5]2[N:4]=[N:3][C:2]([Cl:1])=[CH:7][CH:6]=2)[CH:13]=[C:12]([Br:14])[C:11]=1[OH:15]. Reactant: [Cl:1][C:2]1[N:3]=[N:4][C:5]([C:8]2[CH:13]=[C:12]([Br:14])[C:11]([O:15]C)=[C:10]([Br:17])[CH:9]=2)=[CH:6][CH:7]=1.B(Br)(Br)Br. (7) Product: [CH3:1][C:2]1[C:7]([NH:8][C:9]([C:11]2[S:15][C:14]([NH:16][C:17]3[CH:18]=[C:19]([N:24]4[CH2:29][CH2:28][N:27]([CH2:30][CH2:31][OH:32])[CH2:26][CH2:25]4)[N:20]=[C:21]([CH3:23])[N:22]=3)=[N:13][CH:12]=2)=[O:10])=[C:6]([Cl:33])[CH:5]=[CH:4][CH:3]=1. The catalyst class is: 3. Reactant: [CH3:1][C:2]1[C:7]([NH:8][C:9]([C:11]2[S:15][C:14]([NH:16][C:17]3[CH:18]=[C:19]([N:24]4[CH2:29][CH2:28][N:27]([CH2:30][CH2:31][OH:32])[CH2:26][CH2:25]4)[N:20]=[C:21]([CH3:23])[N:22]=3)=[N:13][CH:12]=2)=[O:10])=[C:6]([Cl:33])[CH:5]=[CH:4][CH:3]=1.C([O-])(C)C.O. (8) Reactant: [NH2:1][OH:2].[C:3]([C:5]1[CH:6]=[CH:7][C:8]([F:22])=[C:9]([CH:21]=1)[CH2:10][N:11]([CH3:20])[CH2:12][C:13]([O:15][C:16]([CH3:19])([CH3:18])[CH3:17])=[O:14])#[N:4]. Product: [NH2:4][C:3](=[N:1][OH:2])[C:5]1[CH:6]=[CH:7][C:8]([F:22])=[C:9]([CH:21]=1)[CH2:10][N:11]([CH3:20])[CH2:12][C:13]([O:15][C:16]([CH3:17])([CH3:18])[CH3:19])=[O:14]. The catalyst class is: 14.